From a dataset of Forward reaction prediction with 1.9M reactions from USPTO patents (1976-2016). Predict the product of the given reaction. (1) Given the reactants Br[C:2]1[CH:3]=[C:4]([NH:8][C:9](=[O:18])[C:10]2[CH:15]=[CH:14][CH:13]=[C:12]([O:16][CH3:17])[CH:11]=2)[CH:5]=[N:6][CH:7]=1.CC1(C)C(C)(C)[O:23][B:22](B2OC(C)(C)C(C)(C)O2)[O:21]1.C([O-])(=O)C.[K+], predict the reaction product. The product is: [CH3:17][O:16][C:12]1[CH:11]=[C:10]([CH:15]=[CH:14][CH:13]=1)[C:9]([NH:8][C:4]1[CH:3]=[C:2]([B:22]([OH:23])[OH:21])[CH:7]=[N:6][CH:5]=1)=[O:18]. (2) Given the reactants [CH2:1]([C@H:16]([NH2:20])[C:17]([OH:19])=[O:18])[CH2:2][C:3]([NH:5][C@H:6]([C:9]([NH:11][CH2:12][C:13]([OH:15])=[O:14])=[O:10])[CH2:7][SH:8])=[O:4].[N:21]([O-])=[O:22].[Na+].CC(C)=O, predict the reaction product. The product is: [N:21]([S:8][CH2:7][C@@H:6]([C:9]([NH:11][CH2:12][C:13]([OH:15])=[O:14])=[O:10])[NH:5][C:3](=[O:4])[CH2:2][CH2:1][C@@H:16]([C:17]([OH:19])=[O:18])[NH2:20])=[O:22]. (3) Given the reactants [Cl:1][C:2]1[N:10]=[C:9]2[C:5]([N:6]=[CH:7][N:8]2[CH:11]2[CH2:16][CH2:15][CH2:14][CH2:13][O:12]2)=[C:4]([N:17]2[CH2:22][CH2:21][O:20][CH2:19][CH2:18]2)[N:3]=1.CN(C)CCN(C)C.[Li]CCCC.[F:36][C:37]([F:44])([F:43])[C:38](OCC)=[O:39], predict the reaction product. The product is: [Cl:1][C:2]1[N:10]=[C:9]2[C:5]([N:6]=[C:7]([C:38](=[O:39])[C:37]([F:44])([F:43])[F:36])[N:8]2[CH:11]2[CH2:16][CH2:15][CH2:14][CH2:13][O:12]2)=[C:4]([N:17]2[CH2:22][CH2:21][O:20][CH2:19][CH2:18]2)[N:3]=1. (4) The product is: [CH2:1]([O:8][C:9]([N:11]1[CH2:15][CH2:14][CH:13]([CH2:16][C:28]#[N:29])[CH2:12]1)=[O:10])[C:2]1[CH:3]=[CH:4][CH:5]=[CH:6][CH:7]=1. Given the reactants [CH2:1]([O:8][C:9]([N:11]1[CH2:15][CH2:14][CH:13]([CH2:16]OS(C2C=CC(C)=CC=2)(=O)=O)[CH2:12]1)=[O:10])[C:2]1[CH:7]=[CH:6][CH:5]=[CH:4][CH:3]=1.[C-:28]#[N:29].[Na+].C(=O)(O)[O-].[Na+], predict the reaction product. (5) Given the reactants C([N:8]1[CH2:13][CH2:12][N:11]([C:14]2[N:15]=[N:16][C:17]([C:22]3[CH:27]=[CH:26][C:25]([F:28])=[CH:24][CH:23]=3)=[C:18]([CH3:21])[C:19]=2[CH3:20])[CH:10]([CH3:29])[CH2:9]1)C1C=CC=CC=1, predict the reaction product. The product is: [F:28][C:25]1[CH:24]=[CH:23][C:22]([C:17]2[N:16]=[N:15][C:14]([N:11]3[CH2:12][CH2:13][NH:8][CH2:9][CH:10]3[CH3:29])=[C:19]([CH3:20])[C:18]=2[CH3:21])=[CH:27][CH:26]=1.